This data is from Catalyst prediction with 721,799 reactions and 888 catalyst types from USPTO. The task is: Predict which catalyst facilitates the given reaction. (1) Reactant: [C:1]([C:4]1[C:12]2[C:7](=[CH:8][CH:9]=[C:10]([N:13]=[C:14]=[O:15])[CH:11]=2)[N:6]([CH2:16][C:17]([N:19]2[CH2:23][C@H:22]([F:24])[CH2:21][C@H:20]2[C:25]([NH:27][CH2:28][C:29]2[CH:34]=[CH:33][CH:32]=[C:31]([Cl:35])[C:30]=2[F:36])=[O:26])=[O:18])[CH:5]=1)(=[O:3])[CH3:2].[N-]=C=O.[CH:40]1([OH:43])[CH2:42][CH2:41]1.CCN(CC)CC. Product: [C:1]([C:4]1[C:12]2[C:7](=[CH:8][CH:9]=[C:10]([NH:13][C:14](=[O:15])[O:43][CH:40]3[CH2:42][CH2:41]3)[CH:11]=2)[N:6]([CH2:16][C:17]([N:19]2[CH2:23][C@H:22]([F:24])[CH2:21][C@H:20]2[C:25](=[O:26])[NH:27][CH2:28][C:29]2[CH:34]=[CH:33][CH:32]=[C:31]([Cl:35])[C:30]=2[F:36])=[O:18])[CH:5]=1)(=[O:3])[CH3:2]. The catalyst class is: 577. (2) Reactant: [C:1]1(C)[C:2]([S:7]([C:10]2[CH:15]=[CH:14][C:13]([C:16]([F:19])([F:18])[F:17])=[CH:12][C:11]=2[NH2:20])(=[O:9])=[O:8])=[CH:3][CH:4]=[CH:5][CH:6]=1.[O:22]=[C:23](Cl)OC(Cl)(Cl)Cl.[N-]=[C:31]=O.Cl.[CH3:34][O:35][C:36](=[O:57])[C@@H:37]([NH2:56])[CH2:38][C:39]1[CH:44]=[CH:43][C:42]([NH:45][C:46](=[O:55])[C:47]2[C:52]([Cl:53])=[CH:51][CH:50]=[CH:49][C:48]=2[Cl:54])=[CH:41][CH:40]=1.C(N(CC)CC)C. Product: [CH3:34][O:35][C:36](=[O:57])[C@@H:37]([NH:56][C:23]([NH:20][C:11]1[CH:12]=[C:13]([C:16]([F:17])([F:18])[F:19])[CH:14]=[CH:15][C:10]=1[S:7]([C:2]1[CH:1]=[CH:6][C:5]([CH3:31])=[CH:4][CH:3]=1)(=[O:9])=[O:8])=[O:22])[CH2:38][C:39]1[CH:44]=[CH:43][C:42]([NH:45][C:46](=[O:55])[C:47]2[C:48]([Cl:54])=[CH:49][CH:50]=[CH:51][C:52]=2[Cl:53])=[CH:41][CH:40]=1. The catalyst class is: 346. (3) Reactant: [N:1]([C@H:4]1[CH2:9][CH2:8][N:7]([CH2:10][CH2:11][OH:12])[CH2:6][C@H:5]1[OH:13])=[N+:2]=[N-:3].N1C(C)=CC=CC=1C.[CH3:22][S:23](Cl)(=[O:25])=[O:24]. Product: [CH3:22][S:23]([O:12][CH2:11][CH2:10][N:7]1[CH2:8][CH2:9][C@H:4]([N:1]=[N+:2]=[N-:3])[C@H:5]([OH:13])[CH2:6]1)(=[O:25])=[O:24]. The catalyst class is: 4. (4) Reactant: F[C:2]1[CH:8]=[CH:7][C:6]([N+:9]([O-:11])=[O:10])=[CH:5][C:3]=1[NH2:4].[CH3:12][NH2:13].C1COCC1.C(=O)([O-])[O-].[K+].[K+]. Product: [CH3:12][NH:13][C:2]1[C:3]([NH2:4])=[CH:5][C:6]([N+:9]([O-:11])=[O:10])=[CH:7][CH:8]=1. The catalyst class is: 60. (5) Product: [CH3:29][S:30]([O:1][CH2:2][CH2:3][C:4]1[CH:5]=[CH:6][C:7]([O:8][CH2:9][C:10]2[CH:19]=[CH:18][CH:17]=[CH:16][C:11]=2[C:12]([O:14][CH3:15])=[O:13])=[CH:20][CH:21]=1)(=[O:32])=[O:31]. Reactant: [OH:1][CH2:2][CH2:3][C:4]1[CH:21]=[CH:20][C:7]([O:8][CH2:9][C:10]2[CH:19]=[CH:18][CH:17]=[CH:16][C:11]=2[C:12]([O:14][CH3:15])=[O:13])=[CH:6][CH:5]=1.C(N(CC)CC)C.[CH3:29][S:30](Cl)(=[O:32])=[O:31]. The catalyst class is: 4. (6) Reactant: [NH2:1][C:2]1[CH:7]=[CH:6][C:5]([CH2:8][CH2:9][C:10]2[CH:15]=[CH:14][C:13]([NH2:16])=[CH:12][C:11]=2[CH3:17])=[C:4]([CH3:18])[CH:3]=1.[S:19](O[S:19]([C:22]([F:25])([F:24])[F:23])(=[O:21])=[O:20])([C:22]([F:25])([F:24])[F:23])(=[O:21])=[O:20].C(=O)(O)[O-].[Na+]. Product: [CH3:18][C:4]1[CH:3]=[C:2]([NH:1][S:19]([C:22]([F:25])([F:24])[F:23])(=[O:21])=[O:20])[CH:7]=[CH:6][C:5]=1[CH2:8][CH2:9][C:10]1[CH:15]=[CH:14][C:13]([NH:16][S:19]([C:22]([F:25])([F:24])[F:23])(=[O:21])=[O:20])=[CH:12][C:11]=1[CH3:17]. The catalyst class is: 2.